From a dataset of Reaction yield outcomes from USPTO patents with 853,638 reactions. Predict the reaction yield, written as a fraction of the theoretical maximum amount of product (1.0 means a 100% yield; for example, 0.34 means a 34% yield). (1) The reactants are [Cl:1][C:2]1[NH:3][C:4]([C:11]2[CH:16]=[CH:15][CH:14]=[CH:13][CH:12]=2)=[CH:5][C:6]=1[C:7]([O:9][CH3:10])=[O:8].C(CC(OC)=O)#N.C(Br)C(C1C=CC=CC=1)=O.[O-]S(C(F)(F)[F:39])(=O)=O.ClC1C=CC=C(Cl)[N+]=1F. The catalyst is C(#N)C. The product is [Cl:1][C:2]1[NH:3][C:4]([C:11]2[CH:16]=[CH:15][CH:14]=[CH:13][CH:12]=2)=[C:5]([F:39])[C:6]=1[C:7]([O:9][CH3:10])=[O:8]. The yield is 0.160. (2) The reactants are Br[C:2]1[C:11]2[C:6](=[CH:7][N:8]=[CH:9][CH:10]=2)[C:5](=[O:12])[N:4]([CH3:13])[CH:3]=1.[CH3:14][S:15]([NH:18][C:19]1[CH:20]=[C:21](B(O)O)[CH:22]=[CH:23][CH:24]=1)(=[O:17])=[O:16].[O-]P([O-])([O-])=O.[K+].[K+].[K+]. The catalyst is O1CCOCC1.C1C=CC(P(C2C=CC=CC=2)[C-]2C=CC=C2)=CC=1.C1C=CC(P(C2C=CC=CC=2)[C-]2C=CC=C2)=CC=1.Cl[Pd]Cl.[Fe+2]. The product is [CH3:13][N:4]1[CH:3]=[C:2]([C:23]2[CH:24]=[C:19]([NH:18][S:15]([CH3:14])(=[O:16])=[O:17])[CH:20]=[CH:21][CH:22]=2)[C:11]2[C:6](=[CH:7][N:8]=[CH:9][CH:10]=2)[C:5]1=[O:12]. The yield is 0.698.